This data is from Full USPTO retrosynthesis dataset with 1.9M reactions from patents (1976-2016). The task is: Predict the reactants needed to synthesize the given product. (1) The reactants are: [OH-].[Li+].[O:3]1[CH2:8][CH2:7][CH2:6][CH2:5][CH:4]1[CH2:9][CH2:10][C:11]([O:13]C)=[O:12].Cl. Given the product [O:3]1[CH2:8][CH2:7][CH2:6][CH2:5][CH:4]1[CH2:9][CH2:10][C:11]([OH:13])=[O:12], predict the reactants needed to synthesize it. (2) Given the product [Cl:20][C:16]1[C:17]([Cl:19])=[CH:18][CH:13]=[CH:14][C:15]=1[N:21]1[CH2:26][CH2:25][N:24]([CH2:27][CH2:28][CH2:29][CH2:30][O:31][C:32]2[CH:37]=[C:36]3[C:35]([CH2:42][CH2:41][C:39](=[O:40])[N:38]3[C:51](=[O:57])[CH2:52][CH2:53][CH2:54][CH2:55][CH3:56])=[CH:34][CH:33]=2)[CH2:23][CH2:22]1, predict the reactants needed to synthesize it. The reactants are: C(NC(C)C)(C)C.C([Li])CCC.[CH:13]1[CH:14]=[C:15]([N:21]2[CH2:26][CH2:25][N:24]([CH2:27][CH2:28][CH2:29][CH2:30][O:31][C:32]3[CH:33]=[CH:34][C:35]4[CH2:42][CH2:41][C:39](=[O:40])[NH:38][C:36]=4[CH:37]=3)[CH2:23][CH2:22]2)[C:16]([Cl:20])=[C:17]([Cl:19])[CH:18]=1.C([N-]C(C)C)(C)C.[Li+].[C:51](O[C:51](=[O:57])[CH2:52][CH2:53][CH2:54][CH2:55][CH3:56])(=[O:57])[CH2:52][CH2:53][CH2:54][CH2:55][CH3:56].